Predict which catalyst facilitates the given reaction. From a dataset of Catalyst prediction with 721,799 reactions and 888 catalyst types from USPTO. Reactant: [OH:1][CH2:2][C:3]1[N:4]=[C:5]([OH:16])[C:6]2[C:11]3[CH2:12][CH2:13][CH2:14][CH2:15][C:10]=3[S:9][C:7]=2[N:8]=1.C(N([CH2:22][CH3:23])CC)C.[OH2:24]. The catalyst class is: 152. Product: [OH:16][C:5]1[C:6]2[C:11]3[CH2:12][CH2:13][CH2:14][CH2:15][C:10]=3[S:9][C:7]=2[N:8]=[C:3]([CH2:2][O:1][C:22](=[O:24])[CH3:23])[N:4]=1.